This data is from Reaction yield outcomes from USPTO patents with 853,638 reactions. The task is: Predict the reaction yield, written as a fraction of the theoretical maximum amount of product (1.0 means a 100% yield; for example, 0.34 means a 34% yield). (1) The reactants are [NH2:1][C:2]1[O:6][C:5]([C:7]2[CH:12]=[CH:11][CH:10]=[CH:9][CH:8]=2)=[N:4][C:3]=1[C:13]([O:15][CH2:16][CH3:17])=[O:14].[Cl:18][C:19]([Cl:26])([Cl:25])[C:20]([N:22]=[C:23]=[O:24])=[O:21]. The catalyst is C1COCC1. The product is [C:7]1([C:5]2[O:6][C:2]([NH:1][C:23]([NH:22][C:20](=[O:21])[C:19]([Cl:26])([Cl:25])[Cl:18])=[O:24])=[C:3]([C:13]([O:15][CH2:16][CH3:17])=[O:14])[N:4]=2)[CH:12]=[CH:11][CH:10]=[CH:9][CH:8]=1. The yield is 0.990. (2) The product is [CH:24]([N:27]1[C:16]([C:11]2[C:10]([CH2:9][OH:8])=[CH:15][CH:14]=[CH:13][N:12]=2)=[CH:17][CH:18]=[N:19]1)([CH3:26])[CH3:25].[CH:24]([N:27]1[CH:14]=[CH:15][C:10]([C:11]2[CH:16]=[CH:17][C:30]([CH2:31][OH:32])=[CH:13][N:12]=2)=[N:28]1)([CH3:26])[CH3:25]. The reactants are [Si]([O:8][CH2:9][C:10]1[C:11]([C:16](=O)/[CH:17]=[CH:18]/[N:19](C)C)=[N:12][CH:13]=[CH:14][CH:15]=1)(C(C)(C)C)(C)C.Cl.[CH:24]([NH:27][NH2:28])([CH3:26])[CH3:25].Cl.[CH3:30][CH2:31][OH:32]. The yield is 0.710. No catalyst specified. (3) The product is [CH2:1]([O:8][C:9]1[CH:17]=[CH:16][C:12]([C:13](=[S:32])[NH2:15])=[CH:11][CH:10]=1)[CH2:2][CH2:3][CH2:4][CH2:5][CH2:6][CH3:7]. The catalyst is COCCOC.C1COCC1. The reactants are [CH2:1]([O:8][C:9]1[CH:17]=[CH:16][C:12]([C:13]([NH2:15])=O)=[CH:11][CH:10]=1)[CH2:2][CH2:3][CH2:4][CH2:5][CH2:6][CH3:7].O(C1C=CC(P2(=S)SP(=S)(C3C=CC(OC4C=CC=CC=4)=CC=3)[S:32]2)=CC=1)C1C=CC=CC=1. The yield is 0.620. (4) The reactants are [CH3:1][C:2]1[O:6][N:5]=[C:4]([C:7]2[CH:12]=[CH:11][CH:10]=[CH:9][CH:8]=2)[C:3]=1[CH2:13][O:14][C:15]1[N:20]=[CH:19][C:18]([C:21]([NH:23][CH:24]2[CH2:29][CH2:28][CH2:27][N:26]([CH2:30][C:31](O)=[O:32])[CH2:25]2)=[O:22])=[CH:17][CH:16]=1.[CH2:34]([CH2:36][NH2:37])[OH:35]. No catalyst specified. The product is [OH:35][CH2:34][CH2:36][NH:37][C:31]([CH2:30][N:26]1[CH2:27][CH2:28][CH2:29][CH:24]([NH:23][C:21](=[O:22])[C:18]2[CH:17]=[CH:16][C:15]([O:14][CH2:13][C:3]3[C:4]([C:7]4[CH:8]=[CH:9][CH:10]=[CH:11][CH:12]=4)=[N:5][O:6][C:2]=3[CH3:1])=[N:20][CH:19]=2)[CH2:25]1)=[O:32]. The yield is 0.670. (5) The reactants are N[C:2]1[CH:3]=[C:4]([NH:17][C:18](=[O:20])[CH3:19])[CH:5]=[CH:6][C:7]=1[C:8]([CH3:16])([CH3:15])[CH2:9][O:10][CH2:11][CH2:12][O:13][CH3:14].N([O-])=[O:22].[Na+]. The catalyst is OS(O)(=O)=O. The product is [OH:22][C:2]1[CH:3]=[C:4]([NH:17][C:18](=[O:20])[CH3:19])[CH:5]=[CH:6][C:7]=1[C:8]([CH3:16])([CH3:15])[CH2:9][O:10][CH2:11][CH2:12][O:13][CH3:14]. The yield is 0.380.